Regression. Given two drug SMILES strings and cell line genomic features, predict the synergy score measuring deviation from expected non-interaction effect. From a dataset of NCI-60 drug combinations with 297,098 pairs across 59 cell lines. (1) Drug 1: CCC1(CC2CC(C3=C(CCN(C2)C1)C4=CC=CC=C4N3)(C5=C(C=C6C(=C5)C78CCN9C7C(C=CC9)(C(C(C8N6C=O)(C(=O)OC)O)OC(=O)C)CC)OC)C(=O)OC)O.OS(=O)(=O)O. Drug 2: CC1=C2C(C(=O)C3(C(CC4C(C3C(C(C2(C)C)(CC1OC(=O)C(C(C5=CC=CC=C5)NC(=O)OC(C)(C)C)O)O)OC(=O)C6=CC=CC=C6)(CO4)OC(=O)C)O)C)O. Cell line: NCI-H322M. Synergy scores: CSS=-7.03, Synergy_ZIP=8.13, Synergy_Bliss=1.04, Synergy_Loewe=-5.51, Synergy_HSA=-7.20. (2) Drug 1: C1CN(CCN1C(=O)CCBr)C(=O)CCBr. Drug 2: C1C(C(OC1N2C=NC(=NC2=O)N)CO)O. Cell line: SW-620. Synergy scores: CSS=31.8, Synergy_ZIP=-6.04, Synergy_Bliss=-0.700, Synergy_Loewe=7.42, Synergy_HSA=6.79. (3) Drug 1: C1=C(C(=O)NC(=O)N1)F. Drug 2: CCCCCOC(=O)NC1=NC(=O)N(C=C1F)C2C(C(C(O2)C)O)O. Cell line: SW-620. Synergy scores: CSS=43.2, Synergy_ZIP=-0.703, Synergy_Bliss=-3.92, Synergy_Loewe=-21.9, Synergy_HSA=-5.75.